This data is from CYP2C9 inhibition data for predicting drug metabolism from PubChem BioAssay. The task is: Regression/Classification. Given a drug SMILES string, predict its absorption, distribution, metabolism, or excretion properties. Task type varies by dataset: regression for continuous measurements (e.g., permeability, clearance, half-life) or binary classification for categorical outcomes (e.g., BBB penetration, CYP inhibition). Dataset: cyp2c9_veith. (1) The molecule is CCCC[C@@H]1C[C@H]1C(NC(=O)c1ccco1)c1ccccc1C(F)(F)F. The result is 1 (inhibitor). (2) The compound is CN(C)C(=O)Oc1ccc[n+](C)c1. The result is 0 (non-inhibitor). (3) The molecule is CCC(=O)c1ccc(OCC(O)CN(CCc2ccccc2)Cc2ccccc2)cc1.Cl. The result is 1 (inhibitor). (4) The drug is CCOC(=O)C1=C(N)Oc2ccc(Br)cc2[C@@H]1[C@@H](C#N)C(=O)OCC. The result is 0 (non-inhibitor). (5) The molecule is COC(=O)[C@@H]1C[C@H]1[C@@H](N)c1ccccc1. The result is 0 (non-inhibitor). (6) The compound is Cn1ccc2cc(NC(=O)Nc3cccnc3)ccc21. The result is 0 (non-inhibitor). (7) The compound is COc1ccc(/C=N/NC(=O)c2ccn[nH]2)cc1COc1ccc(F)cc1. The result is 1 (inhibitor). (8) The drug is Cn1c(=O)c2c(nc(NCCNc3nc4c(c(=O)n(C)c(=O)n4C)n3C)n2C)n(C)c1=O. The result is 0 (non-inhibitor).